Dataset: Forward reaction prediction with 1.9M reactions from USPTO patents (1976-2016). Task: Predict the product of the given reaction. (1) Given the reactants [Cl:1][C:2]1[N:7]=[C:6]([N:8]([CH2:10][CH2:11][CH2:12][O:13][C:14]2[CH:15]=[C:16]3[C:20](=[CH:21][CH:22]=2)[NH:19][CH:18]=[CH:17]3)[CH3:9])[C:5]([CH3:23])=[CH:4][N:3]=1.[H-].[Na+].Br[CH2:27][C:28]([O:30][CH2:31][CH3:32])=[O:29], predict the reaction product. The product is: [CH2:31]([O:30][C:28](=[O:29])[CH2:27][N:19]1[C:20]2[C:16](=[CH:15][C:14]([O:13][CH2:12][CH2:11][CH2:10][N:8]([C:6]3[C:5]([CH3:23])=[CH:4][N:3]=[C:2]([Cl:1])[N:7]=3)[CH3:9])=[CH:22][CH:21]=2)[CH:17]=[CH:18]1)[CH3:32]. (2) Given the reactants Br[C:2]1[CH:11]=[C:10]2[C:5]([CH:6]=[CH:7][C:8]([NH:12]C(=O)C)=[N:9]2)=[N:4][CH:3]=1.[CH3:16][N:17](C=O)C, predict the reaction product. The product is: [NH2:12][C:8]1[N:9]=[C:10]2[C:5](=[CH:6][CH:7]=1)[N:4]=[CH:3][C:2]([C:16]#[N:17])=[CH:11]2. (3) Given the reactants [Cl:1][C:2]1[N:10]=[C:9]2[C:5]([N:6]=[CH:7][N:8]2[CH2:11][CH2:12][C:13]([CH3:16])([OH:15])[CH3:14])=[C:4]([N:17]2[CH2:22][CH2:21][O:20][CH2:19][CH2:18]2)[N:3]=1.CN(C)CCN(C)C.C([Li])CCC.CCCCCC.ClCC[I:45], predict the reaction product. The product is: [Cl:1][C:2]1[N:10]=[C:9]2[C:5]([N:6]=[C:7]([I:45])[N:8]2[CH2:11][CH2:12][C:13]([CH3:16])([OH:15])[CH3:14])=[C:4]([N:17]2[CH2:22][CH2:21][O:20][CH2:19][CH2:18]2)[N:3]=1. (4) Given the reactants [CH2:1]([N:3]([CH2:35][CH3:36])[CH2:4][CH2:5][CH2:6][C:7]1[CH:12]=[C:11]([F:13])[CH:10]=[CH:9][C:8]=1[S:14]([NH:17][C:18]1[C:27]([C:28]([O:30]C)=[O:29])=[C:26]2[C:21]([C:22]3[CH:34]=[CH:33][O:32][C:23]=3[CH:24]=[N:25]2)=[CH:20][CH:19]=1)(=[O:16])=[O:15])[CH3:2].O.[OH-].[Li+].[Cl-].[NH4+], predict the reaction product. The product is: [CH2:35]([N:3]([CH2:1][CH3:2])[CH2:4][CH2:5][CH2:6][C:7]1[CH:12]=[C:11]([F:13])[CH:10]=[CH:9][C:8]=1[S:14]([NH:17][C:18]1[C:27]([C:28]([OH:30])=[O:29])=[C:26]2[C:21]([C:22]3[CH:34]=[CH:33][O:32][C:23]=3[CH:24]=[N:25]2)=[CH:20][CH:19]=1)(=[O:16])=[O:15])[CH3:36]. (5) Given the reactants [OH:1][CH:2]1[CH2:7][CH2:6][N:5]([C:8]([N:10]2[CH2:15][CH:14]([C:16]3[CH:21]=[CH:20][C:19]([O:22][C:23]([F:26])([F:25])[F:24])=[CH:18][CH:17]=3)[CH2:13][CH:12]([C:27](O)=[O:28])[CH2:11]2)=[O:9])[CH2:4][CH2:3]1.O[N:31]=[C:32]([CH:34]1[CH2:36][CH2:35]1)[NH2:33], predict the reaction product. The product is: [CH:34]1([C:32]2[N:33]=[C:27]([CH:12]3[CH2:13][CH:14]([C:16]4[CH:17]=[CH:18][C:19]([O:22][C:23]([F:26])([F:25])[F:24])=[CH:20][CH:21]=4)[CH2:15][N:10]([C:8]([N:5]4[CH2:4][CH2:3][CH:2]([OH:1])[CH2:7][CH2:6]4)=[O:9])[CH2:11]3)[O:28][N:31]=2)[CH2:36][CH2:35]1.